This data is from Catalyst prediction with 721,799 reactions and 888 catalyst types from USPTO. The task is: Predict which catalyst facilitates the given reaction. (1) Reactant: [Cl:1][C:2]1[CH:3]=[C:4]([CH2:24][C:25]([O:27][CH2:28][CH3:29])=[O:26])[CH:5]=[C:6]([C:14]2[CH:19]=[CH:18][C:17]([C:20]([F:23])([F:22])[F:21])=[CH:16][CH:15]=2)[C:7]=1[O:8][CH2:9][C:10]([F:13])([F:12])[F:11].[H-].[Na+].Br[CH2:33][CH2:34][CH2:35]Br.[NH4+].[Cl-]. Product: [CH2:28]([O:27][C:25]([C:24]1([C:4]2[CH:5]=[C:6]([C:14]3[CH:15]=[CH:16][C:17]([C:20]([F:21])([F:22])[F:23])=[CH:18][CH:19]=3)[C:7]([O:8][CH2:9][C:10]([F:13])([F:12])[F:11])=[C:2]([Cl:1])[CH:3]=2)[CH2:35][CH2:34][CH2:33]1)=[O:26])[CH3:29]. The catalyst class is: 3. (2) Reactant: [CH3:1][N:2]([CH3:4])[NH2:3].[Br:5][C:6]1[CH:11]=[CH:10][C:9]([CH2:12][CH:13]2[CH2:18][CH2:17][CH2:16][CH2:15][C:14]2=O)=[CH:8][CH:7]=1. Product: [CH3:1][N:2]([CH3:4])[N:3]=[C:14]1[CH2:15][CH2:16][CH2:17][CH2:18][CH:13]1[CH2:12][C:9]1[CH:8]=[CH:7][C:6]([Br:5])=[CH:11][CH:10]=1. The catalyst class is: 14. (3) Reactant: [C:1]12([C:9]3[CH:10]=[C:11]([N:19]4[C:23]([NH2:24])=[N:22][C:21]([NH:25][C:26]5[CH:27]=[CH:28][C:29]6[CH2:35][CH2:34][C@H:33]([NH:36]C(OC(C)(C)C)=O)[CH2:32][CH2:31][C:30]=6[CH:44]=5)=[N:20]4)[N:12]=[C:13]4[C:18]=3[NH:17][CH2:16][CH2:15][CH2:14]4)[CH2:8][CH2:7][C:4]([CH:5]=[CH:6]1)=[CH:3][CH2:2]2.Cl.CO.[OH-].[Na+]. Product: [C:1]12([C:9]3[CH:10]=[C:11]([N:19]4[C:23]([NH2:24])=[N:22][C:21]([NH:25][C:26]5[CH:27]=[CH:28][C:29]6[CH2:35][CH2:34][C@H:33]([NH2:36])[CH2:32][CH2:31][C:30]=6[CH:44]=5)=[N:20]4)[N:12]=[C:13]4[C:18]=3[NH:17][CH2:16][CH2:15][CH2:14]4)[CH2:8][CH2:7][C:4]([CH:3]=[CH:2]1)=[CH:5][CH2:6]2. The catalyst class is: 12. (4) Reactant: O=[C:2]([C:6]1([C:9]([F:12])([F:11])[F:10])[CH2:8][CH2:7]1)[CH2:3][C:4]#[N:5].[OH-:13].[Na+].C(O)C.S(O)(O)(=O)=O.[NH2:23]O. Product: [F:10][C:9]([F:12])([F:11])[C:6]1([C:2]2[CH:3]=[C:4]([NH2:5])[O:13][N:23]=2)[CH2:8][CH2:7]1. The catalyst class is: 6. (5) Reactant: [C:1]1([C:8]2[CH:13]=[CH:12][CH:11]=[CH:10][CH:9]=2)[CH:6]=[CH:5][CH:4]=[C:3]([NH2:7])[CH:2]=1.[NH2:14][C:15]1[CH:20]=[CH:19][CH:18]=[CH:17][C:16]=1[CH2:21][CH2:22][OH:23].C1C[O:27][CH2:26]C1. Product: [C:1]1([C:8]2[CH:9]=[CH:10][CH:11]=[CH:12][CH:13]=2)[CH:6]=[CH:5][CH:4]=[C:3]([NH:7][C:26]([NH:14][C:15]2[CH:20]=[CH:19][CH:18]=[CH:17][C:16]=2[CH2:21][CH2:22][OH:23])=[O:27])[CH:2]=1. The catalyst class is: 97. (6) Reactant: [CH2:1]([C:5]1([CH2:43][CH3:44])[CH2:11][S:10](=[O:13])(=[O:12])[C:9]2[CH:14]=[CH:15][C:16]([N:18]([CH3:20])[CH3:19])=[CH:17][C:8]=2[CH:7]([C:21]2[CH:22]=[C:23]([NH:27][CH2:28][CH2:29][O:30][CH2:31][CH2:32][O:33][CH2:34][C:35]([O:37]C(C)(C)C)=[O:36])[CH:24]=[CH:25][CH:26]=2)[CH:6]1[OH:42])[CH2:2][CH2:3][CH3:4].[F:45][C:46]([F:51])([F:50])[C:47]([OH:49])=[O:48]. Product: [F:45][C:46]([F:51])([F:50])[C:47]([O-:49])=[O:48].[CH2:1]([C:5]1([CH2:43][CH3:44])[CH2:11][S:10](=[O:13])(=[O:12])[C:9]2[CH:14]=[CH:15][C:16]([NH+:18]([CH3:20])[CH3:19])=[CH:17][C:8]=2[CH:7]([C:21]2[CH:26]=[CH:25][CH:24]=[C:23]([NH:27][CH2:28][CH2:29][O:30][CH2:31][CH2:32][O:33][CH2:34][C:35]([OH:37])=[O:36])[CH:22]=2)[CH:6]1[OH:42])[CH2:2][CH2:3][CH3:4]. The catalyst class is: 2. (7) Product: [CH:18]1[C:9]2[CH2:10][CH2:11][C:12]3[CH:17]=[CH:16][CH:15]=[CH:14][C:13]=3[C:7](=[CH:6][C:5]3[CH:4]=[C:3]([OH:2])[CH:24]=[CH:23][CH:22]=3)[C:8]=2[CH:21]=[CH:20][CH:19]=1. The catalyst class is: 33. Reactant: C[O:2][C:3]1[CH:4]=[C:5]([CH:22]=[CH:23][CH:24]=1)[CH:6]=[C:7]1[C:13]2[CH:14]=[CH:15][CH:16]=[CH:17][C:12]=2[CH2:11][CH2:10][C:9]2[CH:18]=[CH:19][CH:20]=[CH:21][C:8]1=2.Cl.N1C=CC=CC=1. (8) Reactant: Cl.[NH2:2][N:3]=[CH:4][NH:5][N:6]=[C:7]([CH3:11])[C:8]([OH:10])=[O:9].[H][H]. Product: [NH2:2][N:3]=[CH:4][NH:5][NH:6][CH:7]([CH3:11])[C:8]([OH:10])=[O:9]. The catalyst class is: 386. (9) Reactant: [Cl:1][C:2]1[CH:7]=[C:6]([OH:8])[CH:5]=[CH:4][N:3]=1.[H-].[Na+].Br[CH2:12][C:13]([O:15][C:16]([CH3:19])([CH3:18])[CH3:17])=[O:14]. Product: [Cl:1][C:2]1[CH:7]=[C:6]([O:8][CH2:12][C:13]([O:15][C:16]([CH3:19])([CH3:18])[CH3:17])=[O:14])[CH:5]=[CH:4][N:3]=1. The catalyst class is: 3.